From a dataset of Forward reaction prediction with 1.9M reactions from USPTO patents (1976-2016). Predict the product of the given reaction. (1) Given the reactants [Br:1][C:2]1[C:3]([CH:11]([CH:13]2[CH2:17][CH2:16][CH2:15][CH2:14]2)[OH:12])=[C:4]([F:10])[C:5]([O:8][CH3:9])=[N:6][CH:7]=1.CC(OI1(OC(C)=O)(OC(C)=O)OC(=O)C2C=CC=CC1=2)=O, predict the reaction product. The product is: [Br:1][C:2]1[C:3]([C:11]([CH:13]2[CH2:17][CH2:16][CH2:15][CH2:14]2)=[O:12])=[C:4]([F:10])[C:5]([O:8][CH3:9])=[N:6][CH:7]=1. (2) Given the reactants [Cl:1][C:2]1[C:7]([CH3:8])=[CH:6][CH:5]=[C:4](F)[C:3]=1[O:10][CH3:11].N(O)=O.[C:15](O)(=O)[CH:16]([CH3:18])[CH3:17].C[Si](C)(C)[N-:23][Si](C)(C)C.[K+].S(=O)(=O)(O)O, predict the reaction product. The product is: [Cl:1][C:2]1[C:3]([O:10][CH3:11])=[C:4]([C:16]([CH3:18])([CH3:17])[C:15]#[N:23])[CH:5]=[CH:6][C:7]=1[CH3:8]. (3) Given the reactants [NH2:1][C:2]1[CH:10]=[C:9]([C:11]([F:14])([F:13])[F:12])[CH:8]=[CH:7][C:3]=1[C:4]([NH2:6])=[O:5].[F:15][C:16]1[CH:21]=[CH:20][C:19]([CH:22]2[O:26]C(=O)O[C:23]2=O)=[CH:18][CH:17]=1.C[O-].[Na+].CO, predict the reaction product. The product is: [F:15][C:16]1[CH:21]=[CH:20][C:19]([CH:22]([OH:26])[C:23]2[N:6]=[C:4]([OH:5])[C:3]3[C:2](=[CH:10][C:9]([C:11]([F:12])([F:13])[F:14])=[CH:8][CH:7]=3)[N:1]=2)=[CH:18][CH:17]=1. (4) Given the reactants [CH2:1]([CH:3]1[CH2:8][C:7](=O)[CH2:6][CH:5]([CH2:10][CH3:11])[N:4]1[S:12]([C:15]1[CH:20]=[CH:19][C:18]([F:21])=[CH:17][CH:16]=1)(=[O:14])=[O:13])[CH3:2].C([C@H]1N[C@@H](CC)CC2(OCCO2)C1)C.FC1C=CC(S(Cl)(=O)=O)=CC=1.CN(C(OC)OC)C.[NH:55]1[CH:59]=CC=[N:56]1.O.NN, predict the reaction product. The product is: [CH2:1]([C@H:3]1[C:8]2[CH:59]=[N:55][NH:56][C:7]=2[CH2:6][C@@H:5]([CH2:10][CH3:11])[N:4]1[S:12]([C:15]1[CH:20]=[CH:19][C:18]([F:21])=[CH:17][CH:16]=1)(=[O:14])=[O:13])[CH3:2]. (5) Given the reactants Cl[C:2]1[CH:9]=[C:8]([C:10]([F:13])([F:12])[F:11])[CH:7]=[CH:6][C:3]=1[C:4]#[N:5].[NH:14]1[CH2:19][CH2:18][CH2:17][CH2:16][CH2:15]1, predict the reaction product. The product is: [F:11][C:10]([F:13])([F:12])[C:8]1[CH:7]=[CH:6][C:3]([C:4]#[N:5])=[C:2]([N:14]2[CH2:19][CH2:18][CH2:17][CH2:16][CH2:15]2)[CH:9]=1. (6) Given the reactants [CH2:1]([O:3][C:4]1[CH:13]=[C:12]2[C:7]([CH:8]=[CH:9][C:10]([F:15])=[C:11]2[F:14])=[CH:6][CH:5]=1)[CH3:2].[Li]CCCC.B(OC)(OC)[O:22]C.OO, predict the reaction product. The product is: [CH2:1]([O:3][C:4]1[CH:13]=[C:12]2[C:7](=[CH:6][CH:5]=1)[CH:8]=[C:9]([OH:22])[C:10]([F:15])=[C:11]2[F:14])[CH3:2].